Dataset: Forward reaction prediction with 1.9M reactions from USPTO patents (1976-2016). Task: Predict the product of the given reaction. (1) Given the reactants [Br:1][C:2]1[C:7]([CH2:8]Br)=[CH:6][CH:5]=[CH:4][C:3]=1[CH2:10]Br.[F:12][C:13]([F:22])([F:21])[C:14]1[CH:19]=[CH:18][CH:17]=[CH:16][C:15]=1[OH:20].[C:23](=[O:26])([O-])[O-].[K+].[K+], predict the reaction product. The product is: [Br:1][C:2]1[C:7]([CH2:8][O:20][C:15]2[CH:16]=[CH:17][CH:18]=[CH:19][C:14]=2[C:13]([F:21])([F:22])[F:12])=[CH:6][CH:5]=[CH:4][C:3]=1[CH2:10][O:26][C:23]1[CH:18]=[CH:17][CH:16]=[CH:15][C:14]=1[C:13]([F:22])([F:21])[F:12]. (2) Given the reactants C(O)C.[OH-].[K+].[CH:6]1([CH2:11][CH2:12][CH2:13][C:14]2[CH:19]=[CH:18][C:17]([N:20]([CH2:40][C:41]3[CH:46]=[CH:45][C:44]([O:47][CH3:48])=[CH:43][CH:42]=3)[S:21]([C:24]3[CH:25]=[C:26]4[C:31](=[CH:32][CH:33]=3)[CH2:30][N:29](C(=O)C(F)(F)F)[CH2:28][CH2:27]4)(=[O:23])=[O:22])=[C:16]([F:49])[CH:15]=2)[CH2:10][CH2:9][CH2:8][CH2:7]1, predict the reaction product. The product is: [CH:6]1([CH2:11][CH2:12][CH2:13][C:14]2[CH:19]=[CH:18][C:17]([N:20]([CH2:40][C:41]3[CH:46]=[CH:45][C:44]([O:47][CH3:48])=[CH:43][CH:42]=3)[S:21]([C:24]3[CH:25]=[C:26]4[C:31](=[CH:32][CH:33]=3)[CH2:30][NH:29][CH2:28][CH2:27]4)(=[O:22])=[O:23])=[C:16]([F:49])[CH:15]=2)[CH2:10][CH2:9][CH2:8][CH2:7]1. (3) Given the reactants [F:1][C:2]([F:21])([F:20])[CH2:3][CH2:4][O:5][CH2:6][CH2:7][CH2:8][CH2:9][CH2:10][CH2:11][O:12]CC1C=CC=CC=1.[H][H], predict the reaction product. The product is: [F:1][C:2]([F:20])([F:21])[CH2:3][CH2:4][O:5][CH2:6][CH2:7][CH2:8][CH2:9][CH2:10][CH2:11][OH:12]. (4) Given the reactants [NH:1]1[CH2:6][CH2:5][CH:4]([N:7]2[CH:11]=[C:10]([C:12]3[CH:17]=[N:16][C:15]([NH2:18])=[C:14]4[O:19][C:20]([C:22]5[CH2:23][CH2:24][NH:25][CH2:26][CH:27]=5)=[CH:21][C:13]=34)[CH:9]=[N:8]2)[CH2:3][CH2:2]1, predict the reaction product. The product is: [NH:25]1[CH2:24][CH2:23][CH:22]([C:20]2[O:19][C:14]3=[C:15]([NH2:18])[N:16]=[CH:17][C:12]([C:10]4[CH:9]=[N:8][N:7]([CH:4]5[CH2:5][CH2:6][NH:1][CH2:2][CH2:3]5)[CH:11]=4)=[C:13]3[CH:21]=2)[CH2:27][CH2:26]1. (5) Given the reactants [Cl:1][C:2]1[CH:3]=[C:4]([CH:21]=[C:22]([Cl:24])[CH:23]=1)[CH2:5][N:6]1[CH:10]=[CH:9][N:8]=[C:7]1[CH2:11][NH:12][CH2:13][C:14]1[CH:19]=[CH:18][CH:17]=[C:16]([F:20])[CH:15]=1.C(N(CC)CC)C.[CH3:32][O:33][C:34](=[O:37])[CH2:35]Br, predict the reaction product. The product is: [CH3:32][O:33][C:34](=[O:37])[CH2:35][N:12]([CH2:11][C:7]1[N:6]([CH2:5][C:4]2[CH:21]=[C:22]([Cl:24])[CH:23]=[C:2]([Cl:1])[CH:3]=2)[CH:10]=[CH:9][N:8]=1)[CH2:13][C:14]1[CH:19]=[CH:18][CH:17]=[C:16]([F:20])[CH:15]=1. (6) Given the reactants Br[C:2]1[CH:7]=[CH:6][C:5]([C:8]2[N:9]([CH2:14][C@@H:15]3[CH2:19][CH2:18][N:17]([C:20]([CH:22]4[CH2:24][CH2:23]4)=[O:21])[CH2:16]3)[C:10](=[O:13])[NH:11][N:12]=2)=[C:4]([Cl:25])[CH:3]=1.CC1(C)C(C)(C)OB([C:34]2[CH:35]=[CH:36][C:37]3[O:41][CH:40]=[CH:39][C:38]=3[CH:42]=2)O1.C([O-])([O-])=O.[K+].[K+].C([O-])(O)=O.[Na+], predict the reaction product. The product is: [O:41]1[C:37]2[CH:36]=[CH:35][C:34]([C:2]3[CH:7]=[CH:6][C:5]([C:8]4[N:9]([CH2:14][C@@H:15]5[CH2:19][CH2:18][N:17]([C:20]([CH:22]6[CH2:24][CH2:23]6)=[O:21])[CH2:16]5)[C:10](=[O:13])[NH:11][N:12]=4)=[C:4]([Cl:25])[CH:3]=3)=[CH:42][C:38]=2[CH:39]=[CH:40]1. (7) Given the reactants [CH2:1]([O:3][C:4](=[O:31])[CH2:5][CH2:6][CH2:7][CH2:8][CH2:9][CH2:10][N:11]([S:27]([CH3:30])(=[O:29])=[O:28])[CH2:12][C:13]1[CH:18]=[CH:17][C:16](/[CH:19]=[CH:20]/[C:21]2[CH:26]=[CH:25][CH:24]=[CH:23][CH:22]=2)=[CH:15][CH:14]=1)[CH3:2], predict the reaction product. The product is: [CH2:1]([O:3][C:4](=[O:31])[CH2:5][CH2:6][CH2:7][CH2:8][CH2:9][CH2:10][N:11]([S:27]([CH3:30])(=[O:28])=[O:29])[CH2:12][C:13]1[CH:14]=[CH:15][C:16]([CH2:19][CH2:20][C:21]2[CH:26]=[CH:25][CH:24]=[CH:23][CH:22]=2)=[CH:17][CH:18]=1)[CH3:2].